From a dataset of Forward reaction prediction with 1.9M reactions from USPTO patents (1976-2016). Predict the product of the given reaction. (1) Given the reactants [CH3:1][C:2]1[C:6]2[C:7](=[O:19])[N:8]([CH2:11][CH2:12][N:13]3[CH2:18][CH2:17][O:16][CH2:15][CH2:14]3)[CH2:9][CH2:10][C:5]=2[NH:4][C:3]=1[CH:20]=O.[F:22][C:23]1[CH:24]=[C:25]2[C:29](=[CH:30][C:31]=1[NH2:32])[NH:28][C:27](=[O:33])[CH2:26]2, predict the reaction product. The product is: [NH2:32][C:31]1[CH:30]=[C:29]2[C:25]([C:26](=[CH:20][C:3]3[NH:4][C:5]4[CH2:10][CH2:9][N:8]([CH2:11][CH2:12][N:13]5[CH2:14][CH2:15][O:16][CH2:17][CH2:18]5)[C:7](=[O:19])[C:6]=4[C:2]=3[CH3:1])[C:27](=[O:33])[NH:28]2)=[CH:24][C:23]=1[F:22]. (2) Given the reactants BrC1C=CC(OCC(F)F)=C(C=1)CC(C(OC)=O)C(OC)=O.[CH2:23]([O:30][C:31]1[CH:36]=[CH:35][C:34]([Br:37])=[CH:33][C:32]=1[CH2:38]CC(O)=O)[C:24]1[CH:29]=[CH:28][CH:27]=[CH:26][CH:25]=1.C[SiH](C)O[SiH](C)C.[Si](Cl)(C)(C)C.[I-:55].[Na+], predict the reaction product. The product is: [CH2:23]([O:30][C:31]1[CH:36]=[CH:35][C:34]([Br:37])=[CH:33][C:32]=1[CH2:38][I:55])[C:24]1[CH:29]=[CH:28][CH:27]=[CH:26][CH:25]=1.